This data is from Experimentally validated miRNA-target interactions with 360,000+ pairs, plus equal number of negative samples. The task is: Binary Classification. Given a miRNA mature sequence and a target amino acid sequence, predict their likelihood of interaction. (1) The miRNA is mmu-miR-466d-5p with sequence UGUGUGUGCGUACAUGUACAUG. The protein sequence of the target gene is MKHLLLLTLSALLYCWVSADTRCHSCYKVPVLGCVDRQSCRLEPGHKCLTTNVYLGKMWVFSNLRCGTPEEPCREVFNETNHKLGLNYNTTCCDKDNCNSPAPRPTPALALISLTSLAGLGLWLLH. Result: 1 (interaction). (2) The miRNA is hsa-miR-215-5p with sequence AUGACCUAUGAAUUGACAGAC. The protein sequence of the target gene is MSNSRNNRVMVEGVGARVVRGPDWKWGKQDGGEGHVGTVRSFESPEEVVVVWDNGTAANYRCSGAYDLRILDSAPTGIKHDGTMCDTCRQQPIIGIRWKCAECTNYDLCTVCYHGDKHHLRHRFYRITTPGSERVLLESRRKSKKITARGIFAGARVVRGVDWQWEDQDGGNGRRGKVTEIQDWSASSPHSAAYVLWDNGAKNLYRVGFEGMSDLKCVQDAKGGSFYRDHCPVLGEQNGNRNPGGLQIGDLVNIDLDLEIVQSLQHGHGGWTDGMFETLTTTGTVCGIDEDHDIVVQYPS.... Result: 1 (interaction). (3) The miRNA is hsa-miR-526b-3p with sequence GAAAGUGCUUCCUUUUAGAGGC. The protein sequence of the target gene is MSRGYSENNNFLNNNNQMVLDMILYPLIGIPQTINWETIARLVPGLTPKECAKRFDELKSSGSSPVDNQYNSLMAAGESPVETLATYIKSSLLDIHGEFQETPVGHDAVSKTGRHSIASTRNCSSESENCTTHNGGEMTEESEGPNMVIHVCDEAKNLKEDFTCPRDLLISEMKYFAEYLSMDAQRWEEVDISVHCDVHIFNWLIKYIKRNTKENKDCEMPTLEPGNVISILISSEFLKMDSLVEQCIQYCHKNMNAIVATPCNMNCINANLLTRIADLFSHNEVDDLKDKKDKFKSKLF.... Result: 1 (interaction). (4) The miRNA is hsa-miR-6848-3p with sequence GUGGUCUCUUGGCCCCCAG. The protein sequence of the target gene is MGFFSENSERNESVVSSPASKEPETQPASSTSYPDCHVDSSSVSSGYGTFCILDMNTHKAKEPTEPLEPGAASQGQHPASVVQAHGPAGGAAAINFFTQTPEELCASLKEDGSTFPGEFDRNFLGENKISEVYSGKANSGKSVTSWAQRLKQNQSKQAHTEDDCSGPKPGSELNWKPPADTFDLAADAARPCAFYINKPAESPSSWLSDSGTGLTYWKLEEKDMYHSLPETLEKTFAPSPAERPLSQVLTLDPGAIRMKPKEHVAGIQAHGFLHALDDRISFSPDSVLEPSLSRHSDTDS.... Result: 0 (no interaction). (5) The miRNA is hsa-miR-132-5p with sequence ACCGUGGCUUUCGAUUGUUACU. The protein sequence of the target gene is MPLHQLGDKPLTFPSPNSAMENGLDHTPPSRRASPGTPLSPGSLRSAAHSPLDTSKQPLCQLWAEKHGARGTHEVRYVSAGQSVACGWWAFAPPCLQVLNTPKGILFFLCAAAFLQGMTVNGFINTVITSLERRYDLHSYQSGLIASSYDIAACLCLTFVSYFGGSGHKPRWLGWGVLLMGTGSLVFALPHFTAGRYEVELDAGVRTCPANPGAVCADSTSGLSRYQLVFMLGQFLHGVGATPLYTLGVTYLDENVKSSCSPVYIAIFYTAAILGPAAGYLIGGALLNIYTEMGRRTELT.... Result: 0 (no interaction). (6) The miRNA is hsa-miR-4729 with sequence UCAUUUAUCUGUUGGGAAGCUA. The protein sequence of the target gene is MADPRVRQIKIKTGVVKRLVKEKVMYEKEAKQQEEKIEKMRAEDGENYDIKKQAEILQESRMMIPDCQRRLEAAYLDLQRILENEKDLEEAEEYKEARLVLDSVKLEA. Result: 0 (no interaction). (7) The miRNA is hsa-miR-580-5p with sequence UAAUGAUUCAUCAGACUCAGAU. The protein sequence of the target gene is MRLRNGTFLTLLLFCLCAFLSLSWYAALSGQKGDVVDVYQREFLALRDRLHAAEQESLKRSKELNLVLDEIKRAVSERQALRDGDGNRTWGRLTEDPRLKPWNGSHRHVLHLPTVFHHLPHLLAKESSLQPAVRVGQGRTGVSVVMGIPSVRREVHSYLTDTLHSLISELSPQEKEDSVIVVLIAETDSQYTSAVTENIKALFPTEIHSGLLEVISPSPHFYPDFSRLRESFGDPKERVRWRTKQNLDYCFLMMYAQSKGIYYVQLEDDIVAKPNYLSTMKNFALQQPSEDWMILEFSQL.... Result: 0 (no interaction). (8) The miRNA is mmu-miR-433-5p with sequence UACGGUGAGCCUGUCAUUAUUC. The protein sequence of the target gene is MEVRRGDTCPRPHPSGLREEGLEPKVAFPGGANRCWNLGADAGSRLTDVFGSVMLTGSASFYDCYTSQSEDNVDLRQTYTPFSSTEYSSSVDSSLFCAPWSTYGDDIKQPSNSQISIKNRIQTERNDYGSETDLYGLVSNILEEQDKSQPYFAEGTCSSNLKSVWPMNTSRFADHHDLLTETKRPIDTVISQQAFYSDESVSAMEKQYLRNSNLTPQQKIDELHHGFTGLDLEEQWMYPSRSDHSNCHNIQTNDTAKTTFQEYPLIKNCFTPQTGLSDIMKESGVDIYHYGRDRICTKGL.... Result: 0 (no interaction).